Dataset: Full USPTO retrosynthesis dataset with 1.9M reactions from patents (1976-2016). Task: Predict the reactants needed to synthesize the given product. (1) Given the product [C:6]1([CH2:5][CH:4]([NH:12][C:13]([C:15]2[S:16][CH:17]=[C:18]([C:20]3[CH:25]=[CH:24][CH:23]=[CH:22][CH:21]=3)[N:19]=2)=[O:14])[C:3]([OH:26])=[O:2])[CH:11]=[CH:10][CH:9]=[CH:8][CH:7]=1, predict the reactants needed to synthesize it. The reactants are: C[O:2][C:3](=[O:26])[CH:4]([NH:12][C:13]([C:15]1[S:16][CH:17]=[C:18]([C:20]2[CH:25]=[CH:24][CH:23]=[CH:22][CH:21]=2)[N:19]=1)=[O:14])[CH2:5][C:6]1[CH:11]=[CH:10][CH:9]=[CH:8][CH:7]=1.[OH-].[K+]. (2) Given the product [CH3:49][O:50][C:51]1[CH:52]=[C:53]2[C:58](=[CH:59][C:60]=1[CH2:61][NH:16][CH:7]1[CH2:6][CH2:5][CH:4]([CH2:1][CH2:2][CH3:3])[NH:9][CH:8]1[C:10]1[CH:15]=[CH:14][CH:13]=[CH:12][CH:11]=1)[N:57]([CH3:63])[C:56](=[O:64])[CH2:55][CH2:54]2, predict the reactants needed to synthesize it. The reactants are: [CH2:1]([CH:4]1[NH:9][CH:8]([C:10]2[CH:15]=[CH:14][CH:13]=[CH:12][CH:11]=2)[CH:7]([NH2:16])[CH2:6][CH2:5]1)[CH2:2][CH3:3].C([C@@H]1N[C@@H](C2C=CC=CC=2)[C@@H](N)CC1)CC.C([C@H]1N[C@H](C2C=CC=CC=2)[C@H](N)CC1)CC.[CH3:49][O:50][C:51]1[CH:52]=[C:53]2[C:58](=[CH:59][C:60]=1[CH:61]=O)[N:57]([CH3:63])[C:56](=[O:64])[CH2:55][CH2:54]2. (3) The reactants are: [C:1]([N:9]1[CH2:14][CH2:13][CH2:12][CH:11]([C:15]([O:17][CH2:18][CH3:19])=[O:16])[CH2:10]1)(=[O:8])[C:2]1[CH:7]=[CH:6][CH:5]=[CH:4][CH:3]=1.Br[CH2:21][CH2:22][C:23]1[CH:28]=[CH:27][CH:26]=[CH:25][CH:24]=1. Given the product [C:1]([N:9]1[CH2:14][CH2:13][CH2:12][C:11]([CH2:21][CH2:22][C:23]2[CH:28]=[CH:27][CH:26]=[CH:25][CH:24]=2)([C:15]([O:17][CH2:18][CH3:19])=[O:16])[CH2:10]1)(=[O:8])[C:2]1[CH:3]=[CH:4][CH:5]=[CH:6][CH:7]=1, predict the reactants needed to synthesize it. (4) Given the product [C:12]([C:9]1[C:10]([Cl:11])=[C:6]([C:4]([OH:5])=[O:3])[N:7]([CH3:16])[N:8]=1)([CH3:15])([CH3:13])[CH3:14], predict the reactants needed to synthesize it. The reactants are: C([O:3][C:4]([C:6]1[N:7]([CH3:16])[N:8]=[C:9]([C:12]([CH3:15])([CH3:14])[CH3:13])[C:10]=1[Cl:11])=[O:5])C.[OH-].[Na+].